From a dataset of Full USPTO retrosynthesis dataset with 1.9M reactions from patents (1976-2016). Predict the reactants needed to synthesize the given product. (1) Given the product [N:11]1[C:12]2[C:7](=[CH:6][C:5]([CH2:4][C:3]([NH:17][NH2:18])=[O:2])=[CH:14][CH:13]=2)[CH:8]=[CH:9][CH:10]=1, predict the reactants needed to synthesize it. The reactants are: C[O:2][C:3](=O)[CH2:4][C:5]1[CH:6]=[C:7]2[C:12](=[CH:13][CH:14]=1)[N:11]=[CH:10][CH:9]=[CH:8]2.O.[NH2:17][NH2:18]. (2) The reactants are: I[CH:2]1[CH2:5][N:4]([C:6]([O:8][C:9]([CH3:12])([CH3:11])[CH3:10])=[O:7])[CH2:3]1.[SH:13][CH2:14][C:15]([O:17][CH2:18][CH3:19])=[O:16].C([O-])([O-])=O.[K+].[K+]. Given the product [CH2:18]([O:17][C:15](=[O:16])[CH2:14][S:13][CH:2]1[CH2:5][N:4]([C:6]([O:8][C:9]([CH3:12])([CH3:11])[CH3:10])=[O:7])[CH2:3]1)[CH3:19], predict the reactants needed to synthesize it.